Dataset: Full USPTO retrosynthesis dataset with 1.9M reactions from patents (1976-2016). Task: Predict the reactants needed to synthesize the given product. (1) Given the product [CH2:44]([O:46][C:47]([C:49]1[C:50]2[S:58][CH:57]=[C:56]([CH2:59][O:20][C:16]3[CH:17]=[CH:18][CH:19]=[C:14]([O:13][CH2:12][C:11]4[CH:21]=[CH:22][CH:23]=[C:9]([C:8]([F:24])([F:25])[F:7])[CH:10]=4)[CH:15]=3)[C:51]=2[C:52]([Cl:55])=[N:53][CH:54]=1)=[O:48])[CH3:45], predict the reactants needed to synthesize it. The reactants are: C(=O)([O-])[O-].[K+].[K+].[F:7][C:8]([F:25])([F:24])[C:9]1[CH:10]=[C:11]([CH:21]=[CH:22][CH:23]=1)[CH2:12][O:13][C:14]1[CH:15]=[C:16]([OH:20])[CH:17]=[CH:18][CH:19]=1.C1OCCOCCOCCOCCOCCOC1.[CH2:44]([O:46][C:47]([C:49]1[C:50]2[S:58][CH:57]=[C:56]([CH2:59]Br)[C:51]=2[C:52]([Cl:55])=[N:53][CH:54]=1)=[O:48])[CH3:45]. (2) Given the product [CH2:34]([C:10]1[CH:11]=[C:12]([C:16]2[N:20]=[C:19]([C:21]3[CH:26]=[C:25]([O:27][CH3:28])[N:24]=[C:23]([CH:29]([CH2:32][CH3:33])[CH2:30][CH3:31])[CH:22]=3)[O:18][N:17]=2)[CH:13]=[C:14]([CH3:15])[C:9]=1[O:8][CH2:7][C@@H:5]([OH:6])[CH2:4][OH:3])[CH3:35], predict the reactants needed to synthesize it. The reactants are: CC1(C)[O:6][C@H:5]([CH2:7][O:8][C:9]2[C:14]([CH3:15])=[CH:13][C:12]([C:16]3[N:20]=[C:19]([C:21]4[CH:26]=[C:25]([O:27][CH3:28])[N:24]=[C:23]([CH:29]([CH2:32][CH3:33])[CH2:30][CH3:31])[CH:22]=4)[O:18][N:17]=3)=[CH:11][C:10]=2[CH2:34][CH3:35])[CH2:4][O:3]1.